Dataset: NCI-60 drug combinations with 297,098 pairs across 59 cell lines. Task: Regression. Given two drug SMILES strings and cell line genomic features, predict the synergy score measuring deviation from expected non-interaction effect. (1) Drug 1: CC1=C(C(CCC1)(C)C)C=CC(=CC=CC(=CC(=O)O)C)C. Drug 2: CC1=C(C(=O)C2=C(C1=O)N3CC4C(C3(C2COC(=O)N)OC)N4)N. Cell line: SNB-19. Synergy scores: CSS=32.0, Synergy_ZIP=0.239, Synergy_Bliss=-1.48, Synergy_Loewe=-31.2, Synergy_HSA=-4.24. (2) Drug 1: C1C(C(OC1N2C=C(C(=O)NC2=O)F)CO)O. Drug 2: C1=CN(C=N1)CC(O)(P(=O)(O)O)P(=O)(O)O. Cell line: BT-549. Synergy scores: CSS=19.4, Synergy_ZIP=1.76, Synergy_Bliss=-0.753, Synergy_Loewe=-15.5, Synergy_HSA=-1.00. (3) Drug 1: CCCCC(=O)OCC(=O)C1(CC(C2=C(C1)C(=C3C(=C2O)C(=O)C4=C(C3=O)C=CC=C4OC)O)OC5CC(C(C(O5)C)O)NC(=O)C(F)(F)F)O. Drug 2: B(C(CC(C)C)NC(=O)C(CC1=CC=CC=C1)NC(=O)C2=NC=CN=C2)(O)O. Cell line: SF-295. Synergy scores: CSS=79.0, Synergy_ZIP=6.59, Synergy_Bliss=5.73, Synergy_Loewe=-21.6, Synergy_HSA=6.12.